Dataset: Full USPTO retrosynthesis dataset with 1.9M reactions from patents (1976-2016). Task: Predict the reactants needed to synthesize the given product. Given the product [N+:24]([C:21]1[CH:22]=[CH:23][C:18]([O:17][C:15]([NH:1][CH2:2][C:3]([O:5][CH2:6][CH2:7][CH2:8][CH2:9][O:10][N+:11]([O-:13])=[O:12])=[O:4])=[O:16])=[CH:19][CH:20]=1)([O-:26])=[O:25], predict the reactants needed to synthesize it. The reactants are: [NH2:1][CH2:2][C:3]([O:5][CH2:6][CH2:7][CH2:8][CH2:9][O:10][N+:11]([O-:13])=[O:12])=[O:4].Cl[C:15]([O:17][C:18]1[CH:23]=[CH:22][C:21]([N+:24]([O-:26])=[O:25])=[CH:20][CH:19]=1)=[O:16].[N+](OCCCC(OCCNC(OC1C=CC([N+]([O-])=O)=CC=1)=O)=O)([O-])=O.